The task is: Binary Classification. Given a drug SMILES string, predict its activity (active/inactive) in a high-throughput screening assay against a specified biological target.. This data is from HIV replication inhibition screening data with 41,000+ compounds from the AIDS Antiviral Screen. The compound is CC(C)N(C(C)C)[P-]12C(=O)[P-]3(N(C(C)C)C(C)C)[Fe+]1(C#[O+])(C#[O+])(C#[O+])[Fe+]23(C#[O+])(C#[O+])C#[O+]. The result is 0 (inactive).